Dataset: Experimentally validated miRNA-target interactions with 360,000+ pairs, plus equal number of negative samples. Task: Binary Classification. Given a miRNA mature sequence and a target amino acid sequence, predict their likelihood of interaction. (1) The miRNA is hsa-miR-92a-3p with sequence UAUUGCACUUGUCCCGGCCUGU. The protein sequence of the target gene is MAQFGGQKNPPWATQFTATAVSQPAALGVQQPSLLGASPTIYTQQTALAAAGLTTQTPANYQLTQTAALQQQAAAAAAALQQQYSQPQQALYSVQQQLQQPQQTLLTQPAVALPTSLSLSTPQPTAQITVSYPTPRSSQQQTQPQKQRVFTGVVTKLHDTFGFVDEDVFFQLSAVKGKTPQVGDRVLVEATYNPNMPFKWNAQRIQTLPNQNQSQTQPLLKTPPAVLQPIAPQTTFGVQTQPQPQSLLQAQISAASITPLLQTQPQPLLQQPQQKAGLLQPPVRIVSQPQPARRLDPPSR.... Result: 1 (interaction). (2) The miRNA is hsa-miR-6763-5p with sequence CUGGGGAGUGGCUGGGGAG. The protein sequence of the target gene is MEEEKDDSPQLTGIAVGALLALALVGVLILFMFRRLRQFRQAQPTPQYRFRKRDKVMFYGRKIMRKVTTLPNTLVENTALPRQRARKRTKVLSLAKRILRFKKEYPALQPKEPPPSLLEADLTEFDVKNSHLPSEVLYMLKNVRVLGHFEKPLFLELCKHIVFVQLQEGEHVFQPREPDPSICVVQDGRLEVCIQDTDGTEVVVKEVLAGDSVHSLLSILDIITGHAAPYKTVSVRAAIPSTILRLPAAAFHGVFEKYPETLVRVVQIIMVRLQRVTFLALHNYLGLTTELFNAESQAIP.... Result: 1 (interaction).